Dataset: Catalyst prediction with 721,799 reactions and 888 catalyst types from USPTO. Task: Predict which catalyst facilitates the given reaction. (1) Reactant: [Br:1][C:2]1[CH:10]=[CH:9][C:5]([C:6]([O-])=[O:7])=[CH:4][CH:3]=1.[NH2:11][NH2:12]. Product: [Br:1][C:2]1[CH:10]=[CH:9][C:5]([C:6]([NH:11][NH2:12])=[O:7])=[CH:4][CH:3]=1. The catalyst class is: 8. (2) Reactant: [C:1]([O:5][C:6]([N:8]1[CH2:12][C@H:11]([F:13])[C@@H:10]([O:14][CH3:15])[C@H:9]1[C:16]([OH:18])=O)=[O:7])([CH3:4])([CH3:3])[CH3:2].C(OC(N1C[C@@H](OC)[C@H](F)[C@H]1C(O)=O)=O)(C)(C)C.[Cl:37][C:38]1[C:39]([F:46])=[C:40]([CH:43]=[CH:44][CH:45]=1)[CH2:41][NH2:42].CCCP(=O)=O.CCN(C(C)C)C(C)C. Product: [C:1]([O:5][C:6]([N:8]1[CH2:12][C@H:11]([F:13])[C@@H:10]([O:14][CH3:15])[C@H:9]1[C:16](=[O:18])[NH:42][CH2:41][C:40]1[CH:43]=[CH:44][CH:45]=[C:38]([Cl:37])[C:39]=1[F:46])=[O:7])([CH3:2])([CH3:3])[CH3:4]. The catalyst class is: 2. (3) Reactant: [N:1]1[C:10]2[C:5](=[CH:6][CH:7]=[CH:8][CH:9]=2)[C:4]([CH:11]=O)=[CH:3][CH:2]=1.Cl.[NH2:14][OH:15].O.N1C=CC=CC=1. Product: [N:1]1[C:10]2[C:5](=[CH:6][CH:7]=[CH:8][CH:9]=2)[C:4]([CH:11]=[N:14][OH:15])=[CH:3][CH:2]=1. The catalyst class is: 8. (4) Reactant: [Cl:1][C:2]1[C:3]2[N:4]([C:8]([C@H:11]3[CH2:16][CH2:15][C@H:14]([CH2:17][OH:18])[CH2:13][CH2:12]3)=[N:9][CH:10]=2)[CH:5]=[CH:6][N:7]=1.[I:19]N1C(=O)CCC1=O. Product: [Cl:1][C:2]1[C:3]2[N:4]([C:8]([C@H:11]3[CH2:12][CH2:13][C@H:14]([CH2:17][OH:18])[CH2:15][CH2:16]3)=[N:9][C:10]=2[I:19])[CH:5]=[CH:6][N:7]=1. The catalyst class is: 454. (5) Reactant: [Cl:1][C:2]1[CH:7]=[CH:6][CH:5]=[CH:4][C:3]=1[N:8]1[C:12]([S:13][C:14]2[CH:19]=[CH:18][C:17]([CH3:20])=[CH:16][N:15]=2)=[CH:11][C:10]([CH:21]=O)=[N:9]1.[CH3:23][NH2:24].CO.CO. Product: [Cl:1][C:2]1[CH:7]=[CH:6][CH:5]=[CH:4][C:3]=1[N:8]1[C:12]([S:13][C:14]2[CH:19]=[CH:18][C:17]([CH3:20])=[CH:16][N:15]=2)=[CH:11][C:10]([CH2:21][NH:24][CH3:23])=[N:9]1. The catalyst class is: 7. (6) Reactant: [CH2:1]([O:3][C:4]([C:6]1[C:7](=[O:23])[C:8]2[C:13]([C:14]=1[C:15]1[CH:20]=[CH:19][CH:18]=[CH:17][CH:16]=1)=[CH:12][CH:11]=[C:10]([O:21][CH3:22])[CH:9]=2)=[O:5])[CH3:2].[CH3:24][O:25][C:26]1[CH:27]=[C:28]([Mg]Br)[CH:29]=[CH:30][CH:31]=1. Product: [CH2:1]([O:3][C:4]([C:6]1[C:7]([OH:23])([C:30]2[CH:29]=[CH:28][CH:27]=[C:26]([O:25][CH3:24])[CH:31]=2)[C:8]2[C:13]([C:14]=1[C:15]1[CH:20]=[CH:19][CH:18]=[CH:17][CH:16]=1)=[CH:12][CH:11]=[C:10]([O:21][CH3:22])[CH:9]=2)=[O:5])[CH3:2]. The catalyst class is: 1. (7) Reactant: Br[C:2]1[N:7]=[CH:6][C:5]([CH:8]2[C:17]3[C:12](=[CH:13][C:14]([O:18][CH2:19][CH2:20][CH2:21][N:22]4[CH2:27][CH2:26][CH:25]([F:28])[CH2:24][CH2:23]4)=[CH:15][CH:16]=3)[CH2:11][N:10]([CH3:29])[CH2:9]2)=[CH:4][CH:3]=1.[CH3:30][O-:31].[Na+]. Product: [F:28][CH:25]1[CH2:26][CH2:27][N:22]([CH2:21][CH2:20][CH2:19][O:18][C:14]2[CH:13]=[C:12]3[C:17]([CH:8]([C:5]4[CH:6]=[N:7][C:2]([O:31][CH3:30])=[CH:3][CH:4]=4)[CH2:9][N:10]([CH3:29])[CH2:11]3)=[CH:16][CH:15]=2)[CH2:23][CH2:24]1. The catalyst class is: 16.